This data is from Forward reaction prediction with 1.9M reactions from USPTO patents (1976-2016). The task is: Predict the product of the given reaction. (1) Given the reactants [CH3:1][N:2]1[CH2:7][CH2:6][NH:5][CH2:4][CH2:3]1.[Cl:8][C:9]1[N:14]=[C:13](Cl)[N:12]=[C:11]([N:16]2[CH2:21][CH2:20][CH:19]([C:22]([NH:24][CH2:25][C:26]3[CH:31]=[CH:30][CH:29]=[CH:28][C:27]=3[C:32]([F:35])([F:34])[F:33])=[O:23])[CH2:18][CH2:17]2)[N:10]=1.[OH-].[Na+], predict the reaction product. The product is: [Cl:8][C:9]1[N:14]=[C:13]([N:5]2[CH2:6][CH2:7][N:2]([CH3:1])[CH2:3][CH2:4]2)[N:12]=[C:11]([N:16]2[CH2:21][CH2:20][CH:19]([C:22]([NH:24][CH2:25][C:26]3[CH:31]=[CH:30][CH:29]=[CH:28][C:27]=3[C:32]([F:34])([F:33])[F:35])=[O:23])[CH2:18][CH2:17]2)[N:10]=1. (2) Given the reactants C(OC([N:8]1[CH2:13][CH2:12][N:11]([C:14]2[C:30]([C:31](=[O:42])[NH:32][C:33]3[CH:41]=[C:40]4[C:36]([CH:37]=[N:38][NH:39]4)=[CH:35][CH:34]=3)=[CH:29][C:17]3[N:18]=[C:19]([NH:21][C@H:22]4[CH2:27][C@H:26]5[CH2:28][C@@H:23]4[CH2:24][CH2:25]5)[NH:20][C:16]=3[CH:15]=2)[CH2:10][CH2:9]1)=O)(C)(C)C.Cl, predict the reaction product. The product is: [NH:39]1[C:40]2[C:36](=[CH:35][CH:34]=[C:33]([NH:32][C:31]([C:30]3[C:14]([N:11]4[CH2:10][CH2:9][NH:8][CH2:13][CH2:12]4)=[CH:15][C:16]4[NH:20][C:19]([NH:21][C@H:22]5[CH2:27][C@H:26]6[CH2:28][C@@H:23]5[CH2:24][CH2:25]6)=[N:18][C:17]=4[CH:29]=3)=[O:42])[CH:41]=2)[CH:37]=[N:38]1. (3) The product is: [Cl:1][C:2]1[CH:3]=[CH:4][C:5]([C:8]2[N:9]=[C:10]([N:18]3[CH:22]=[CH:21][N:20]=[C:19]3[S:23]([CH3:26])(=[O:25])=[O:24])[O:11][C:12]=2[CH2:13][CH2:14][C:15]([N:59]2[CH2:58][CH2:57][N:56]([CH2:55][CH:52]3[CH2:53][CH2:54][N:49]([CH3:48])[CH2:50][CH2:51]3)[CH2:61][CH2:60]2)=[O:17])=[CH:6][CH:7]=1. Given the reactants [Cl:1][C:2]1[CH:7]=[CH:6][C:5]([C:8]2[N:9]=[C:10]([N:18]3[CH:22]=[CH:21][N:20]=[C:19]3[S:23]([CH3:26])(=[O:25])=[O:24])[O:11][C:12]=2[CH2:13][CH2:14][C:15]([OH:17])=O)=[CH:4][CH:3]=1.ON1C2N=CC=CC=2N=N1.C(N=C=NCCCN(C)C)C.[CH3:48][N:49]1[CH2:54][CH2:53][CH:52]([CH2:55][N:56]2[CH2:61][CH2:60][NH:59][CH2:58][CH2:57]2)[CH2:51][CH2:50]1, predict the reaction product. (4) Given the reactants [O:1]1[C:5]2[CH:6]=[CH:7][CH:8]=[CH:9][C:4]=2[C:3]([NH2:10])=[N:2]1.C(N(CC)CC)C.Cl[C:19]([O:21][C:22]1[CH:27]=[CH:26][CH:25]=[CH:24][CH:23]=1)=[O:20], predict the reaction product. The product is: [O:1]1[C:5]2[CH:6]=[CH:7][CH:8]=[CH:9][C:4]=2[C:3]([NH:10][C:19](=[O:20])[O:21][C:22]2[CH:27]=[CH:26][CH:25]=[CH:24][CH:23]=2)=[N:2]1.